Dataset: Forward reaction prediction with 1.9M reactions from USPTO patents (1976-2016). Task: Predict the product of the given reaction. (1) Given the reactants B1([C:12]2[O:16][CH:15]=[CH:14][CH:13]=2)OC(=O)CN(C)CC(=O)O1.I[C:18]1[CH:23]=[CH:22][N:21]=[CH:20][CH:19]=1.C1(P(C2CCCCC2)C2C=CC=CC=2C2C(OC)=CC=CC=2OC)CCCCC1.P([O-])([O-])([O-])=O.[K+].[K+].[K+], predict the reaction product. The product is: [O:16]1[CH:15]=[CH:14][CH:13]=[C:12]1[C:18]1[CH:23]=[CH:22][N:21]=[CH:20][CH:19]=1. (2) The product is: [CH3:17][C:18]1[N:19]=[C:20]([N:26]2[CH2:30][CH2:29][N:28]([CH2:31][CH2:32][CH2:33][C:34]([F:35])([F:36])[F:37])[C:27]2=[O:38])[S:21][C:22]=1[C:23]([NH:16][CH2:15][C:11]1[O:10][CH:14]=[CH:13][N:12]=1)=[O:24]. Given the reactants FC1C=C(CN)C=NC=1.[O:10]1[CH:14]=[CH:13][N:12]=[C:11]1[CH2:15][NH2:16].[CH3:17][C:18]1[N:19]=[C:20]([N:26]2[CH2:30][CH2:29][N:28]([CH2:31][CH2:32][CH2:33][C:34]([F:37])([F:36])[F:35])[C:27]2=[O:38])[S:21][C:22]=1[C:23](O)=[O:24], predict the reaction product. (3) The product is: [CH3:17][O:18][C:2]1[CH:3]=[CH:4][C:5]([N+:14]([O-:16])=[O:15])=[C:6]([N:8]2[CH2:13][CH2:12][CH2:11][CH2:10][CH2:9]2)[CH:7]=1. Given the reactants Cl[C:2]1[CH:3]=[CH:4][C:5]([N+:14]([O-:16])=[O:15])=[C:6]([N:8]2[CH2:13][CH2:12][CH2:11][CH2:10][CH2:9]2)[CH:7]=1.[CH3:17][O-:18].[Na+].CO, predict the reaction product. (4) Given the reactants Br[C:2]1[N:7]=[C:6]2[N:8]([CH2:12][C:13]3[C:18]([F:19])=[CH:17][CH:16]=[C:15]([F:20])[C:14]=3[Cl:21])[CH2:9][CH2:10][NH:11][C:5]2=[N:4][CH:3]=1.[O:22]1[CH2:27][CH2:26][N:25]([C:28]2[CH:29]=[C:30](B3OC(C)(C)C(C)(C)O3)[CH:31]=[CH:32][CH:33]=2)[CH2:24][CH2:23]1, predict the reaction product. The product is: [Cl:21][C:14]1[C:15]([F:20])=[CH:16][CH:17]=[C:18]([F:19])[C:13]=1[CH2:12][N:8]1[C:6]2=[N:7][C:2]([C:32]3[CH:31]=[CH:30][CH:29]=[C:28]([N:25]4[CH2:24][CH2:23][O:22][CH2:27][CH2:26]4)[CH:33]=3)=[CH:3][N:4]=[C:5]2[NH:11][CH2:10][CH2:9]1. (5) Given the reactants Br[C:2]1[N:7]=[C:6]([CH:8]([O:10][CH2:11][C:12]2([C:25]3[CH:30]=[CH:29][CH:28]=[CH:27][CH:26]=3)[CH2:17][CH2:16][N:15](C(OC(C)(C)C)=O)[CH2:14][CH2:13]2)[CH3:9])[CH:5]=[C:4]([C:31]([F:34])([F:33])[F:32])[CH:3]=1.C[Si](C)(C)[C:37]([F:40])([F:39])[F:38].[F-].[K+].CN1CCCC1=O, predict the reaction product. The product is: [C:25]1([C:12]2([CH2:11][O:10][CH:8]([C:6]3[CH:5]=[C:4]([C:31]([F:34])([F:33])[F:32])[CH:3]=[C:2]([C:37]([F:40])([F:39])[F:38])[N:7]=3)[CH3:9])[CH2:13][CH2:14][NH:15][CH2:16][CH2:17]2)[CH:26]=[CH:27][CH:28]=[CH:29][CH:30]=1.